Dataset: Full USPTO retrosynthesis dataset with 1.9M reactions from patents (1976-2016). Task: Predict the reactants needed to synthesize the given product. Given the product [N:13]1([C:7]2[N:6]=[C:5]([CH2:9][OH:10])[CH:4]=[CH:3][C:2]=2[Br:1])[CH2:14][CH2:17][CH2:16]1, predict the reactants needed to synthesize it. The reactants are: [Br:1][C:2]1[CH:3]=[CH:4][C:5]([CH2:9][OH:10])=[N:6][C:7]=1Cl.C([N:13]([CH2:16][CH3:17])[CH2:14]C)C.N1CCC1.